From a dataset of Forward reaction prediction with 1.9M reactions from USPTO patents (1976-2016). Predict the product of the given reaction. (1) Given the reactants Br[CH:2]([CH2:4][CH3:5])[CH3:3].[CH3:6][C:7]([CH:9]1[CH2:14][C:13]([CH3:16])([CH3:15])[CH2:12][CH2:11][CH2:10]1)=[O:8], predict the reaction product. The product is: [CH3:15][C:13]1([CH3:16])[CH2:12][CH2:11][CH2:10][CH:9]([C:7]([OH:8])([CH:2]([CH3:3])[CH2:4][CH3:5])[CH3:6])[CH2:14]1. (2) Given the reactants [F:1][C:2]1[C:3]([OH:12])=[C:4]([C:9](=O)[CH3:10])[CH:5]=[C:6]([F:8])[CH:7]=1.C(=O)([O-])[O-].[K+].[K+].Br[CH2:20][C:21]([CH:23]1[CH2:28][CH2:27][CH2:26][CH2:25][CH2:24]1)=[O:22], predict the reaction product. The product is: [CH:23]1([C:21]([C:20]2[O:12][C:3]3[C:2]([F:1])=[CH:7][C:6]([F:8])=[CH:5][C:4]=3[C:9]=2[CH3:10])=[O:22])[CH2:28][CH2:27][CH2:26][CH2:25][CH2:24]1.